This data is from Full USPTO retrosynthesis dataset with 1.9M reactions from patents (1976-2016). The task is: Predict the reactants needed to synthesize the given product. (1) Given the product [CH2:1]([C:3]1[CH:8]=[CH:7][C:6]([CH:9]2[CH2:14][N:13]([C:15]([N:17]3[CH2:22][CH2:21][S:20][CH2:19][CH2:18]3)=[O:16])[CH2:12][CH:11]([C:23]([OH:25])=[O:24])[CH2:10]2)=[CH:5][C:4]=1[F:27])[CH3:2], predict the reactants needed to synthesize it. The reactants are: [CH2:1]([C:3]1[CH:8]=[CH:7][C:6]([CH:9]2[CH2:14][N:13]([C:15]([N:17]3[CH2:22][CH2:21][S:20][CH2:19][CH2:18]3)=[O:16])[CH2:12][CH:11]([C:23]([O:25]C)=[O:24])[CH2:10]2)=[CH:5][C:4]=1[F:27])[CH3:2].CC(C)([O-])C.[K+]. (2) The reactants are: [NH2:1][C:2]1[CH:7]=[C:6]([CH3:8])[C:5]([S:9]([NH2:12])(=[O:11])=[O:10])=[C:4]([CH3:13])[CH:3]=1.Cl.[Br:15][C:16]1[C:17]([NH:23][C@H:24]([CH3:27])[CH2:25][OH:26])=[N:18][C:19](Cl)=[N:20][CH:21]=1. Given the product [Br:15][C:16]1[C:17]([NH:23][C@H:24]([CH3:27])[CH2:25][OH:26])=[N:18][C:19]([NH:1][C:2]2[CH:3]=[C:4]([CH3:13])[C:5]([S:9]([NH2:12])(=[O:10])=[O:11])=[C:6]([CH3:8])[CH:7]=2)=[N:20][CH:21]=1, predict the reactants needed to synthesize it. (3) Given the product [CH3:44][N:43]([CH3:45])[C:41]1[S:42][C:38]([C:36]2[CH:35]=[CH:34][N:33]=[C:32]([NH:15][C:4]3[CH:5]=[CH:6][C:7]([CH2:8][CH:9]4[CH2:10][CH2:11][NH:12][CH2:13][CH2:14]4)=[C:2]([CH3:1])[CH:3]=3)[N:37]=2)=[C:39]([C:46]2[CH:47]=[C:48]([NH:52][C:53](=[O:62])[C:54]3[C:55]([F:61])=[CH:56][CH:57]=[CH:58][C:59]=3[F:60])[CH:49]=[CH:50][CH:51]=2)[N:40]=1, predict the reactants needed to synthesize it. The reactants are: [CH3:1][C:2]1[CH:3]=[C:4]([NH2:15])[CH:5]=[CH:6][C:7]=1[CH2:8][CH:9]1[CH2:14][CH2:13][NH:12][CH2:11][CH2:10]1.[CH3:1][C:2]1[CH:3]=[C:4]([NH2:15])[CH:5]=[CH:6][C:7]=1[CH2:8][CH:9]1[CH2:10][CH2:11][NH:12][CH2:13][CH2:14]1.Cl[C:32]1[N:37]=[C:36]([C:38]2[S:42][C:41]([N:43]([CH3:45])[CH3:44])=[N:40][C:39]=2[C:46]2[CH:47]=[C:48]([NH:52][C:53](=[O:62])[C:54]3[C:59]([F:60])=[CH:58][CH:57]=[CH:56][C:55]=3[F:61])[CH:49]=[CH:50][CH:51]=2)[CH:35]=[CH:34][N:33]=1. (4) Given the product [ClH:30].[CH3:1][N:2]([CH2:3][C:4]1[S:8][C:7]2[CH:9]=[CH:10][CH:11]=[CH:12][C:6]=2[C:5]=1[CH3:13])[C:53](=[O:54])/[CH:52]=[CH:51]/[C:48]1[CH:49]=[N:50][C:44]2[NH:43][C:42](=[O:56])[CH2:41][N:40]([CH2:39][CH2:38][CH2:37][N:31]3[CH2:32][CH2:33][O:34][CH2:35][CH2:36]3)[CH2:46][C:45]=2[CH:47]=1, predict the reactants needed to synthesize it. The reactants are: [CH3:1][NH:2][CH2:3][C:4]1[S:8][C:7]2[CH:9]=[CH:10][CH:11]=[CH:12][C:6]=2[C:5]=1[CH3:13].CNCC1C=CC2C(=CC=CC=2)C=1CCC.[ClH:30].[N:31]1([CH2:37][CH2:38][CH2:39][N:40]2[CH2:46][C:45]3[CH:47]=[C:48](/[CH:51]=[CH:52]/[C:53](O)=[O:54])[CH:49]=[N:50][C:44]=3[NH:43][C:42](=[O:56])[CH2:41]2)[CH2:36][CH2:35][O:34][CH2:33][CH2:32]1.Cl.CN1CC2C=C(/C=C/C(O)=O)C=NC=2NC(=O)C1.